This data is from Forward reaction prediction with 1.9M reactions from USPTO patents (1976-2016). The task is: Predict the product of the given reaction. (1) Given the reactants [Cl:1][C:2]1[CH:42]=[CH:41][C:5]([CH2:6][C@@H:7]([NH:28][CH:29]2[CH2:34][CH2:33][CH:32]([N:35]3[CH2:39][CH2:38][O:37][C:36]3=[O:40])[CH2:31][CH2:30]2)[C:8]([N:10]2[CH2:15][CH2:14][C:13]([CH:22]3[CH2:27][CH2:26][CH2:25][CH2:24][CH2:23]3)([CH2:16][N:17]3[CH:21]=[N:20][CH:19]=[N:18]3)[CH2:12][CH2:11]2)=[O:9])=[CH:4][CH:3]=1.Cl, predict the reaction product. The product is: [ClH:1].[Cl:1][C:2]1[CH:3]=[CH:4][C:5]([CH2:6][C@@H:7]([NH:28][CH:29]2[CH2:34][CH2:33][CH:32]([N:35]3[CH2:39][CH2:38][O:37][C:36]3=[O:40])[CH2:31][CH2:30]2)[C:8]([N:10]2[CH2:15][CH2:14][C:13]([CH:22]3[CH2:23][CH2:24][CH2:25][CH2:26][CH2:27]3)([CH2:16][N:17]3[CH:21]=[N:20][CH:19]=[N:18]3)[CH2:12][CH2:11]2)=[O:9])=[CH:41][CH:42]=1. (2) Given the reactants [F:1][C:2]1[CH:7]=[CH:6][C:5]([O:8][C:9](=[O:25])[N:10]([C@@H:12]2[C@@H:16]([C:17]3[CH:22]=[CH:21][C:20]([Cl:23])=[C:19]([Cl:24])[CH:18]=3)[CH2:15][NH:14][CH2:13]2)[CH3:11])=[CH:4][CH:3]=1.[C:26](O)(=[O:32])[CH2:27][CH2:28][C:29]([NH2:31])=[O:30], predict the reaction product. The product is: [F:1][C:2]1[CH:7]=[CH:6][C:5]([O:8][C:9](=[O:25])[N:10]([C@@H:12]2[C@@H:16]([C:17]3[CH:22]=[CH:21][C:20]([Cl:23])=[C:19]([Cl:24])[CH:18]=3)[CH2:15][N:14]([C:26](=[O:32])[CH2:27][CH2:28][C:29](=[O:30])[NH2:31])[CH2:13]2)[CH3:11])=[CH:4][CH:3]=1. (3) Given the reactants [F:1][C:2]1[CH:3]=[C:4]([CH:7]=[CH:8][C:9]=1B1OC(C)(C)C(C)(C)O1)[C:5]#[N:6].Br[C:20]1[CH:21]=[N:22][CH:23]=[CH:24][C:25]=1[CH:26]([OH:28])[CH3:27].C(Cl)Cl.C([O-])([O-])=O.[Na+].[Na+], predict the reaction product. The product is: [F:1][C:2]1[CH:3]=[C:4]([CH:7]=[CH:8][C:9]=1[C:20]1[CH:21]=[N:22][CH:23]=[CH:24][C:25]=1[CH:26]([OH:28])[CH3:27])[C:5]#[N:6]. (4) Given the reactants [CH3:1][O:2][C:3]1[CH:22]=[CH:21][CH:20]=[CH:19][C:4]=1[CH2:5][CH2:6][NH:7][CH2:8][C:9]1[CH:18]=[CH:17][C:12]([C:13]([O:15][CH3:16])=[O:14])=[CH:11][CH:10]=1.Br[CH2:24][CH2:25][CH2:26][CH2:27][C:28]([O:30][CH2:31][CH3:32])=[O:29].C(=O)([O-])[O-].[Na+].[Na+], predict the reaction product. The product is: [CH2:31]([O:30][C:28](=[O:29])[CH2:27][CH2:26][CH2:25][CH2:24][N:7]([CH2:8][C:9]1[CH:18]=[CH:17][C:12]([C:13]([O:15][CH3:16])=[O:14])=[CH:11][CH:10]=1)[CH2:6][CH2:5][C:4]1[CH:19]=[CH:20][CH:21]=[CH:22][C:3]=1[O:2][CH3:1])[CH3:32]. (5) Given the reactants [CH3:1][O:2][C:3]1[CH:4]=[CH:5][C:6]2[O:10][CH:9]=[CH:8][C:7]=2[CH:11]=1.[CH3:12][N:13](C(=O)C(F)(F)F)[CH2:14][CH2:15][CH:16](OC(=O)C(F)(F)F)[C:17]1[CH:22]=[CH:21][CH:20]=[CH:19][CH:18]=1.[OH-].[Na+], predict the reaction product. The product is: [CH3:1][O:2][C:3]1[CH:4]=[CH:5][C:6]2[O:10][C:9]([CH:16]([C:17]3[CH:22]=[CH:21][CH:20]=[CH:19][CH:18]=3)[CH2:15][CH2:14][NH:13][CH3:12])=[CH:8][C:7]=2[CH:11]=1. (6) Given the reactants [O:1]=[C:2]1[C:10]2[C:5](=[CH:6][CH:7]=[CH:8][CH:9]=2)[C:4](=[O:11])[N:3]1[C:12]1[CH:13]=[C:14]([CH:18]=[CH:19][C:20]=1[CH:21]=[CH:22][C:23]1[C:31]2[C:26](=[CH:27][CH:28]=[CH:29][CH:30]=2)[NH:25][N:24]=1)[C:15]([OH:17])=[O:16].C(N(CC)CC)C.[N+:39](C1C=CC=C2C(OC(=O)C=12)=O)([O-:41])=[O:40], predict the reaction product. The product is: [NH:25]1[C:26]2[C:31](=[CH:30][CH:29]=[CH:28][CH:27]=2)[C:23](/[CH:22]=[CH:21]/[C:20]2[CH:19]=[CH:18][C:14]([C:15]([OH:17])=[O:16])=[CH:13][C:12]=2[N:3]2[C:2](=[O:1])[C:10]3[C:5](=[CH:6][CH:7]=[CH:8][C:9]=3[N+:39]([O-:41])=[O:40])[C:4]2=[O:11])=[N:24]1. (7) Given the reactants [F:1][C:2]([F:6])([F:5])[CH2:3][OH:4].[H-].[Na+].Cl[C:10]1[N:15]=[C:14]([O:16][CH3:17])[CH:13]=[C:12]([O:18][CH3:19])[N:11]=1.O, predict the reaction product. The product is: [CH3:19][O:18][C:12]1[CH:13]=[C:14]([O:16][CH3:17])[N:15]=[C:10]([O:4][CH2:3][C:2]([F:6])([F:5])[F:1])[N:11]=1. (8) Given the reactants C1(=O)CCC1.[CH2:6]([C:8]([CH2:29][CH3:30])=[CH:9][C@H:10]1[CH2:15][CH2:14][C@H:13]([NH:16][C:17](=[O:28])[CH2:18][C:19]2[CH:24]=[CH:23][C:22]([OH:25])=[C:21]([O:26][CH3:27])[CH:20]=2)[CH2:12][CH2:11]1)C, predict the reaction product. The product is: [C:8]1(=[CH:9][C@H:10]2[CH2:11][CH2:12][C@H:13]([NH:16][C:17](=[O:28])[CH2:18][C:19]3[CH:24]=[CH:23][C:22]([OH:25])=[C:21]([O:26][CH3:27])[CH:20]=3)[CH2:14][CH2:15]2)[CH2:29][CH2:30][CH2:6]1. (9) Given the reactants [CH3:1][O:2][C:3](=[O:26])[CH2:4][C:5]1[C:14]([CH3:15])=[C:13]([C:16]2[CH:21]=[CH:20][C:19]([N+:22]([O-])=O)=[CH:18][CH:17]=2)[C:12]2[C:7](=[CH:8][CH:9]=[C:10]([F:25])[CH:11]=2)[CH:6]=1.C1COCC1.[Cl-].[NH4+].O, predict the reaction product. The product is: [CH3:1][O:2][C:3](=[O:26])[CH2:4][C:5]1[C:14]([CH3:15])=[C:13]([C:16]2[CH:21]=[CH:20][C:19]([NH2:22])=[CH:18][CH:17]=2)[C:12]2[C:7](=[CH:8][CH:9]=[C:10]([F:25])[CH:11]=2)[CH:6]=1. (10) Given the reactants O[C:2]([CH2:4][CH2:5][CH2:6][CH2:7][C@H:8]1[C@@H:16]2[C@@H:11]([NH:12][C:13]([NH:15]2)=[O:14])[CH2:10][S:9]1)=[O:3].[Cl:17][C:18]1[CH:38]=[CH:37][C:21]([C:22]([C:24]2[CH:36]=[CH:35][C:27]([O:28][C:29]([CH3:34])([CH3:33])[C:30](Cl)=[O:31])=[CH:26][CH:25]=2)=[O:23])=[CH:20][CH:19]=1.C([N:41]([CH2:44][CH3:45])CC)C.C([O-])(O)=O.[Na+], predict the reaction product. The product is: [Cl:17][C:18]1[CH:38]=[CH:37][C:21]([C:22]([C:24]2[CH:36]=[CH:35][C:27]([O:28][C:29]([CH3:34])([CH3:33])[C:30]([NH:12][CH2:11][CH2:16][CH2:8][CH2:45][CH2:44][NH:41][C:2](=[O:3])[CH2:4][CH2:5][CH2:6][CH2:7][CH:8]3[CH:16]4[CH:11]([NH:12][C:13](=[O:14])[NH:15]4)[CH2:10][S:9]3)=[O:31])=[CH:26][CH:25]=2)=[O:23])=[CH:20][CH:19]=1.